Task: Predict which catalyst facilitates the given reaction.. Dataset: Catalyst prediction with 721,799 reactions and 888 catalyst types from USPTO (1) Reactant: C([N:4](C(C)C)CC)(C)C.[Cl:10][C:11]1C=[C:15]([Cl:17])[C:14]([N+:18]([O-:20])=[O:19])=[C:13](Cl)[N:12]=1.Cl.[O:23]1[CH2:28][CH2:27][CH:26]([NH2:29])[CH2:25][CH2:24]1.O. Product: [Cl:10][C:11]1[N:12]=[C:13]([NH:29][CH:26]2[CH2:27][CH2:28][O:23][CH2:24][CH2:25]2)[C:14]([N+:18]([O-:20])=[O:19])=[C:15]([Cl:17])[N:4]=1. The catalyst class is: 2. (2) The catalyst class is: 17. Reactant: [Cl-].[CH3:2][O:3][C:4]([C:6]1[CH:11]=[CH:10][C:9]([N:12]=[N:13][C:14]2[CH:19]=[CH:18][C:17]([CH2:20][NH3+:21])=[CH:16][CH:15]=2)=[CH:8][CH:7]=1)=[O:5].[C:22](Cl)(=[O:26])[CH2:23][CH2:24][CH3:25]. Product: [C:22]([NH:21][CH2:20][C:17]1[CH:16]=[CH:15][C:14](/[N:13]=[N:12]/[C:9]2[CH:8]=[CH:7][C:6]([C:4]([O:3][CH3:2])=[O:5])=[CH:11][CH:10]=2)=[CH:19][CH:18]=1)(=[O:26])[CH2:23][CH2:24][CH3:25]. (3) Reactant: Cl.O1CCOCC1.C(O[C:13](=O)[N:14](C)[CH2:15][C:16]#[C:17][C:18]1[CH:23]=[CH:22][C:21]([O:24][C:25]([F:28])([F:27])[F:26])=[CH:20][CH:19]=1)(C)(C)C. Product: [CH3:13][NH:14][CH2:15][C:16]#[C:17][C:18]1[CH:23]=[CH:22][C:21]([O:24][C:25]([F:26])([F:27])[F:28])=[CH:20][CH:19]=1. The catalyst class is: 4. (4) Reactant: [Cl:1][C:2]1[C:7]([O:8][CH3:9])=[C:6]([O:10][CH3:11])[CH:5]=[CH:4][C:3]=1[C:12]([N:14]([CH2:20][C:21]1[N:25]([CH3:26])[C:24]([CH3:27])=[CH:23][N:22]=1)[CH2:15][CH2:16][CH:17]([CH3:19])[CH3:18])=[O:13].[CH3:28][O:29][C:30]1[CH:37]=[CH:36][CH:35]=[CH:34][C:31]=1CCl.[CH3:38]N(C)C=O.[OH-].[K+]. Product: [Cl:1][C:2]1[C:7]([O:8][CH3:9])=[C:6]([O:10][CH3:11])[CH:5]=[CH:4][C:3]=1[C:12]([N:14]([CH2:20][C:21]1[N:25]([CH2:26][C:31]2[CH:34]=[CH:35][CH:36]=[CH:37][C:30]=2[O:29][CH3:28])[C:24]([CH3:27])=[C:23]([CH3:38])[N:22]=1)[CH2:15][CH2:16][CH:17]([CH3:19])[CH3:18])=[O:13]. The catalyst class is: 6.